Dataset: Reaction yield outcomes from USPTO patents with 853,638 reactions. Task: Predict the reaction yield, written as a fraction of the theoretical maximum amount of product (1.0 means a 100% yield; for example, 0.34 means a 34% yield). (1) The catalyst is CCOCC. The product is [C:21]([N:18]1[CH2:19][CH2:20][CH:15]([C:12]([CH3:14])([CH3:13])[C:11]([OH:24])=[O:10])[CH2:16][CH2:17]1)(=[O:23])[CH3:22]. The reactants are CC(C)([O-])C.[K+].O.C([O:10][C:11](=[O:24])[C:12]([CH:15]1[CH2:20][CH2:19][N:18]([C:21](=[O:23])[CH3:22])[CH2:17][CH2:16]1)([CH3:14])[CH3:13])C. The yield is 0.780. (2) The reactants are [Cl:1][C:2]1[C:3]([N:8]2[CH:12]=[CH:11][C:10]([C:13]([F:16])([F:15])[F:14])=[N:9]2)=[N:4][CH:5]=[CH:6][CH:7]=1.C([Mg]Cl)(C)C.S(Cl)([Cl:24])=O.C(C[O:30][CH3:31])OC. The catalyst is O1CCCC1. The product is [Cl:1][C:2]1[C:3]([N:8]2[C:12]([C:31]([Cl:24])=[O:30])=[CH:11][C:10]([C:13]([F:16])([F:14])[F:15])=[N:9]2)=[N:4][CH:5]=[CH:6][CH:7]=1. The yield is 1.00. (3) The reactants are C[Al](C)C.[CH2:5]([N:8]1[CH2:14][CH2:13][CH2:12][N:11]([C:15]2[N:20]=[CH:19][C:18]([C:21]([O:23]C)=O)=[CH:17][N:16]=2)[CH2:10][CH2:9]1)[CH:6]=[CH2:7].[CH3:25][O:26][C:27]1[CH:28]=[C:29]([CH2:35][CH2:36][C:37]2[CH:38]=[C:39]([NH2:42])[NH:40][N:41]=2)[CH:30]=[C:31]([O:33][CH3:34])[CH:32]=1. The catalyst is C1(C)C=CC=CC=1. The product is [CH3:34][O:33][C:31]1[CH:30]=[C:29]([CH2:35][CH2:36][C:37]2[CH:38]=[C:39]([NH:42][C:21]([C:18]3[CH:19]=[N:20][C:15]([N:11]4[CH2:12][CH2:13][CH2:14][N:8]([CH2:5][CH:6]=[CH2:7])[CH2:9][CH2:10]4)=[N:16][CH:17]=3)=[O:23])[NH:40][N:41]=2)[CH:28]=[C:27]([O:26][CH3:25])[CH:32]=1. The yield is 0.410. (4) The reactants are [Cl:1][C:2]1[CH:14]=[CH:13][C:5]([C:6](=[C:8]([C:11]#[N:12])[C:9]#[N:10])[CH3:7])=[CH:4][CH:3]=1.[BH4-].[Na+].Cl. The catalyst is C(O)C. The product is [Cl:1][C:2]1[CH:3]=[CH:4][C:5]([CH:6]([CH:8]([C:9]#[N:10])[C:11]#[N:12])[CH3:7])=[CH:13][CH:14]=1. The yield is 0.560. (5) The reactants are [BH4-].[Na+].[C:3]([O:7][C:8]([N:10]1[CH:14]2[CH:15]=[CH:16][CH:11]1[C:12]([S:17]([C:20]1[CH:25]=[CH:24][C:23]([CH3:26])=[CH:22][CH:21]=1)(=[O:19])=[O:18])=[CH:13]2)=[O:9])([CH3:6])([CH3:5])[CH3:4].Cl. The catalyst is C(O)C.C1COCC1.O.O.O.O.C([O-])(=O)C.[Ni+2].C([O-])(=O)C. The product is [C:3]([O:7][C:8]([N:10]1[CH:14]2[CH2:15][CH2:16][CH:11]1[C:12]([S:17]([C:20]1[CH:25]=[CH:24][C:23]([CH3:26])=[CH:22][CH:21]=1)(=[O:18])=[O:19])=[CH:13]2)=[O:9])([CH3:6])([CH3:5])[CH3:4]. The yield is 0.730. (6) The reactants are [CH2:1]([O:8][CH2:9][CH2:10][CH:11]1[CH2:20][CH2:19][C:14]2(OCC[O:15]2)[CH2:13][CH2:12]1)[C:2]1[CH:7]=[CH:6][CH:5]=[CH:4][CH:3]=1.O.CC1C=CC(S(O)(=O)=O)=CC=1. The catalyst is CC(C)=O. The product is [CH2:1]([O:8][CH2:9][CH2:10][CH:11]1[CH2:12][CH2:13][C:14](=[O:15])[CH2:19][CH2:20]1)[C:2]1[CH:7]=[CH:6][CH:5]=[CH:4][CH:3]=1. The yield is 0.970. (7) The reactants are [CH3:1][C:2]1[CH:7]=[C:6]([C:8]2[S:12][CH:11]=[N:10][CH:9]=2)[N:5]=[C:4]([NH:13][C:14]2[CH:19]=[C:18]([C:20]([F:23])([F:22])[F:21])[CH:17]=[CH:16][N:15]=2)[CH:3]=1.[Li+].CC([N-]C(C)C)C.[Br:32][C:33]1[C:42]2[CH2:41][CH2:40][CH2:39][C:38](=[O:43])[C:37]=2[CH:36]=[CH:35][C:34]=1[C:44]([O:46][CH3:47])=[O:45]. The catalyst is C1COCC1. The product is [Br:32][C:33]1[C:42]2[CH2:41][CH2:40][CH2:39][C:38]([OH:43])([C:11]3[S:12][C:8]([C:6]4[CH:7]=[C:2]([CH3:1])[CH:3]=[C:4]([NH:13][C:14]5[CH:19]=[C:18]([C:20]([F:23])([F:21])[F:22])[CH:17]=[CH:16][N:15]=5)[N:5]=4)=[CH:9][N:10]=3)[C:37]=2[CH:36]=[CH:35][C:34]=1[C:44]([O:46][CH3:47])=[O:45]. The yield is 0.380. (8) The reactants are [CH3:1][O:2][C:3](=[O:18])/[CH:4]=[CH:5]\[C:6]([C:9]1[CH:14]=[CH:13][CH:12]=[C:11]([O:15][CH3:16])[C:10]=1[F:17])([CH3:8])[CH3:7]. The catalyst is C(O)C.[Pd]. The product is [CH3:1][O:2][C:3](=[O:18])[CH2:4][CH2:5][C:6]([C:9]1[CH:14]=[CH:13][CH:12]=[C:11]([O:15][CH3:16])[C:10]=1[F:17])([CH3:8])[CH3:7]. The yield is 0.834.